This data is from Reaction yield outcomes from USPTO patents with 853,638 reactions. The task is: Predict the reaction yield, written as a fraction of the theoretical maximum amount of product (1.0 means a 100% yield; for example, 0.34 means a 34% yield). The reactants are [OH:1][CH:2]1[CH:9]2[CH2:10][CH:5]3[CH2:6][CH:7]([CH2:11][CH:3]1[C:4]3=[O:12])[CH2:8]2.C(N(CC)CC)C.[CH3:20][S:21](Cl)(=[O:23])=[O:22].O. The catalyst is O1CCCC1. The product is [CH3:20][S:21]([O:12][CH:4]1[CH:5]2[CH2:10][CH:9]3[CH2:8][CH:7]([CH2:11][CH:3]1[C:2]3=[O:1])[CH2:6]2)(=[O:23])=[O:22]. The yield is 0.892.